Dataset: Reaction yield outcomes from USPTO patents with 853,638 reactions. Task: Predict the reaction yield, written as a fraction of the theoretical maximum amount of product (1.0 means a 100% yield; for example, 0.34 means a 34% yield). (1) The reactants are [C:1]([C:3]1[CH:4]=[C:5]([CH:9]=[CH:10][C:11]=1[O:12][CH:13]([CH3:15])[CH3:14])[C:6]([OH:8])=O)#[N:2].C1C=CC2N(O)N=NC=2C=1.C(Cl)CCl.O[NH:31][C:32]([C:34]1[CH:42]=[CH:41][CH:40]=[C:39]2[C:35]=1[CH2:36][CH2:37][C@H:38]2[NH:43][C:44](=[O:50])[O:45][C:46]([CH3:49])([CH3:48])[CH3:47])=[NH:33]. The catalyst is CN(C=O)C. The product is [C:1]([C:3]1[CH:4]=[C:5]([C:6]2[O:8][N:33]=[C:32]([C:34]3[CH:42]=[CH:41][CH:40]=[C:39]4[C:35]=3[CH2:36][CH2:37][C@H:38]4[NH:43][C:44](=[O:50])[O:45][C:46]([CH3:48])([CH3:47])[CH3:49])[N:31]=2)[CH:9]=[CH:10][C:11]=1[O:12][CH:13]([CH3:15])[CH3:14])#[N:2]. The yield is 0.810. (2) The reactants are C1C2=C3C(=CC=C2NC1)NC(C(OC)=O)=C3.[C:17]([O:21][C:22]([N:24]1[C:35]2[C:27](=[C:28]3[C:32](=[CH:33][CH:34]=2)[NH:31][C:30]([C:36]([O:38]C)=[O:37])=[CH:29]3)[CH2:26][CH2:25]1)=[O:23])([CH3:20])([CH3:19])[CH3:18].CCN(C(C)C)C(C)C. The catalyst is CN(C=O)C. The product is [C:17]([O:21][C:22]([N:24]1[C:35]2[C:27](=[C:28]3[C:32](=[CH:33][CH:34]=2)[NH:31][C:30]([C:36]([OH:38])=[O:37])=[CH:29]3)[CH2:26][CH2:25]1)=[O:23])([CH3:20])([CH3:18])[CH3:19]. The yield is 0.750. (3) The yield is 0.990. The product is [Br:8][C:20]1[C:12]([CH:9]([CH3:11])[CH3:10])=[CH:13][C:14]2[O:18][CH2:17][O:16][C:15]=2[CH:19]=1. The catalyst is CC#N. The reactants are C1C(=O)N([Br:8])C(=O)C1.[CH:9]([C:12]1[CH:20]=[CH:19][C:15]2[O:16][CH2:17][O:18][C:14]=2[CH:13]=1)([CH3:11])[CH3:10].O. (4) The reactants are [CH3:1][O:2][C:3]([C:5]1([N:8]2[CH2:13][CH2:12][N:11](S(C3C=CC=CC=3[N+]([O-])=O)(=O)=O)[CH2:10][CH2:9]2)[CH2:7][CH2:6]1)=[O:4].C(=O)([O-])[O-].[K+].[K+].C1(S)C=CC=CC=1.Br[C:40]1[CH:45]=[CH:44][C:43]([C:46]([F:49])([F:48])[F:47])=[CH:42][N:41]=1. The catalyst is CN(C)C=O.C(OCC)(=O)C. The product is [CH3:1][O:2][C:3]([C:5]1([N:8]2[CH2:9][CH2:10][N:11]([C:40]3[CH:45]=[CH:44][C:43]([C:46]([F:49])([F:48])[F:47])=[CH:42][N:41]=3)[CH2:12][CH2:13]2)[CH2:6][CH2:7]1)=[O:4]. The yield is 0.590. (5) The reactants are [NH2:1][C:2]12[C:20](=[O:21])[C:19]3[C:14](=[CH:15][CH:16]=[CH:17][CH:18]=3)[C:3]1([OH:22])[O:4][C:5]1[CH:10]=[C:9]([CH:11]([CH3:13])[CH3:12])[CH:8]=[CH:7][C:6]=12.[C:23]1([S:29](Cl)(=[O:31])=[O:30])[CH:28]=[CH:27][CH:26]=[CH:25][CH:24]=1.C([O-])([O-])=O.[K+].[K+].C1OCCOCCOCCOCCOCCOC1. The catalyst is C(Cl)Cl. The product is [OH:22][C:3]12[C:14]3[C:19](=[CH:18][CH:17]=[CH:16][CH:15]=3)[C:20](=[O:21])[C:2]1([NH:1][S:29]([C:23]1[CH:28]=[CH:27][CH:26]=[CH:25][CH:24]=1)(=[O:31])=[O:30])[C:6]1[CH:7]=[CH:8][C:9]([CH:11]([CH3:13])[CH3:12])=[CH:10][C:5]=1[O:4]2. The yield is 0.260. (6) The reactants are [Br:1][C:2]1[C:3]([C:9]([O:11][CH3:12])=[O:10])=[N:4][C:5]([Cl:8])=[CH:6][CH:7]=1.OO.C([O-])([O-])=O.[K+].[K+].O=P(Cl)(Cl)[Cl:23]. The catalyst is C(O)(C(F)(F)F)=O.CCCCCCC.CCOC(C)=O. The product is [Br:1][C:2]1[C:3]([C:9]([O:11][CH3:12])=[O:10])=[N:4][C:5]([Cl:8])=[CH:6][C:7]=1[Cl:23]. The yield is 0.490. (7) The reactants are C(N(CC)C([S:6][C:7]1[CH:8]=[N:9][CH:10]=[CH:11][C:12]=1[NH:13][C:14]([C:16]1[N:21]=[C:20]([S:22][CH3:23])[N:19]=[CH:18][C:17]=1[Br:24])=O)=S)C.[OH-].[Na+]. The catalyst is C(O)=O. The product is [Br:24][C:17]1[C:16]([C:14]2[S:6][C:7]3[CH:8]=[N:9][CH:10]=[CH:11][C:12]=3[N:13]=2)=[N:21][C:20]([S:22][CH3:23])=[N:19][CH:18]=1. The yield is 0.940. (8) The reactants are Br[C:2]1[S:3][C:4]([C:15]2[N:19]=[CH:18][N:17]([CH:20]3[CH2:25][CH2:24][CH2:23][CH2:22][O:21]3)[N:16]=2)=[C:5]([CH2:7][C:8]2[CH:13]=[CH:12][C:11]([Cl:14])=[CH:10][CH:9]=2)[N:6]=1.C([Sn](CCCC)(CCCC)[C:31]1[CH:36]=[CH:35][N:34]=[CH:33][CH:32]=1)CCC.[Cl-].[Li+]. The catalyst is O1CCOCC1.[Cu]I.C1C=CC([P]([Pd]([P](C2C=CC=CC=2)(C2C=CC=CC=2)C2C=CC=CC=2)([P](C2C=CC=CC=2)(C2C=CC=CC=2)C2C=CC=CC=2)[P](C2C=CC=CC=2)(C2C=CC=CC=2)C2C=CC=CC=2)(C2C=CC=CC=2)C2C=CC=CC=2)=CC=1. The product is [Cl:14][C:11]1[CH:12]=[CH:13][C:8]([CH2:7][C:5]2[N:6]=[C:2]([C:31]3[CH:36]=[CH:35][N:34]=[CH:33][CH:32]=3)[S:3][C:4]=2[C:15]2[N:19]=[CH:18][N:17]([CH:20]3[CH2:25][CH2:24][CH2:23][CH2:22][O:21]3)[N:16]=2)=[CH:9][CH:10]=1. The yield is 0.730. (9) The reactants are S(Cl)(Cl)=O.[CH2:5]([N:12]1[CH2:17][CH2:16][CH:15]([C:18]([OH:20])=O)[CH2:14][CH2:13]1)[C:6]1[CH:11]=[CH:10][CH:9]=[CH:8][CH:7]=1.[NH2:21][C:22]1[CH:30]=[CH:29][C:25]([C:26]([NH2:28])=[O:27])=[CH:24][CH:23]=1.C(N(CC)CC)C.[OH-].[Na+]. The catalyst is C1(C)C=CC=CC=1.C(Cl)Cl. The product is [NH2:28][C:26]([C:25]1[CH:29]=[CH:30][C:22]([NH:21][C:18]([CH:15]2[CH2:14][CH2:13][N:12]([CH2:5][C:6]3[CH:7]=[CH:8][CH:9]=[CH:10][CH:11]=3)[CH2:17][CH2:16]2)=[O:20])=[CH:23][CH:24]=1)=[O:27]. The yield is 0.310.